Dataset: Full USPTO retrosynthesis dataset with 1.9M reactions from patents (1976-2016). Task: Predict the reactants needed to synthesize the given product. Given the product [CH2:1]([O:3][C:4](=[O:11])[CH:5]([C:6]([CH:8]1[CH2:10][CH2:9]1)=[O:7])[C:24](=[O:25])[CH2:23][N:14]1[C:15](=[O:22])[C:16]2[C:21](=[CH:20][CH:19]=[CH:18][CH:17]=2)[C:13]1=[O:12])[CH3:2], predict the reactants needed to synthesize it. The reactants are: [CH2:1]([O:3][C:4](=[O:11])[CH2:5][C:6]([CH:8]1[CH2:10][CH2:9]1)=[O:7])[CH3:2].[O:12]=[C:13]1[C:21]2[C:16](=[CH:17][CH:18]=[CH:19][CH:20]=2)[C:15](=[O:22])[N:14]1[CH2:23][C:24](Cl)=[O:25].